Task: Predict the reactants needed to synthesize the given product.. Dataset: Full USPTO retrosynthesis dataset with 1.9M reactions from patents (1976-2016) (1) The reactants are: [C:1]([C:5]1[CH:10]=[CH:9][C:8]([C:11]2[N:12]([C:30](Cl)=[O:31])[C@H:13]([C:23]3[CH:28]=[CH:27][C:26]([Cl:29])=[CH:25][CH:24]=3)[C@H:14]([C:16]3[CH:21]=[CH:20][C:19]([Cl:22])=[CH:18][CH:17]=3)[N:15]=2)=[C:7]([O:33][CH2:34][CH3:35])[CH:6]=1)([CH3:4])([CH3:3])[CH3:2].[N:36]1([CH2:42][CH2:43][C:44]#[N:45])[CH2:41][CH2:40][NH:39][CH2:38][CH2:37]1. Given the product [ClH:22].[C:1]([C:5]1[CH:10]=[CH:9][C:8]([C:11]2[N:12]([C:30]([N:39]3[CH2:40][CH2:41][N:36]([CH2:42][CH2:43][C:44]#[N:45])[CH2:37][CH2:38]3)=[O:31])[C@H:13]([C:23]3[CH:24]=[CH:25][C:26]([Cl:29])=[CH:27][CH:28]=3)[C@H:14]([C:16]3[CH:21]=[CH:20][C:19]([Cl:22])=[CH:18][CH:17]=3)[N:15]=2)=[C:7]([O:33][CH2:34][CH3:35])[CH:6]=1)([CH3:4])([CH3:3])[CH3:2], predict the reactants needed to synthesize it. (2) Given the product [F:13][C:12]([F:15])([F:14])[C:10]1[N:1]=[C:2]2[CH:7]=[N:6][CH:5]=[CH:4][N:3]2[CH:9]=1, predict the reactants needed to synthesize it. The reactants are: [NH2:1][C:2]1[CH:7]=[N:6][CH:5]=[CH:4][N:3]=1.Br[CH2:9][C:10]([C:12]([F:15])([F:14])[F:13])=O. (3) Given the product [CH3:11][N:7]1[C:8]2[C:4](=[CH:3][C:2]([B:18]3[O:22][C:21]([CH3:24])([CH3:23])[C:20]([CH3:26])([CH3:25])[O:19]3)=[CH:10][CH:9]=2)[C:5]([C:12]2[CH:17]=[CH:16][N:15]=[CH:14][CH:13]=2)=[N:6]1, predict the reactants needed to synthesize it. The reactants are: Cl[C:2]1[CH:3]=[C:4]2[C:8](=[CH:9][CH:10]=1)[N:7]([CH3:11])[N:6]=[C:5]2[C:12]1[CH:17]=[CH:16][N:15]=[CH:14][CH:13]=1.[B:18]1([B:18]2[O:22][C:21]([CH3:24])([CH3:23])[C:20]([CH3:26])([CH3:25])[O:19]2)[O:22][C:21]([CH3:24])([CH3:23])[C:20]([CH3:26])([CH3:25])[O:19]1.CC(C1C=C(C(C)C)C(C2C=CC=CC=2P(C2CCCCC2)C2CCCCC2)=C(C(C)C)C=1)C.CC([O-])=O.[K+]. (4) Given the product [I:11][C:3]1[C:2]([O:1][CH2:18][CH2:17][C:14]2[CH:15]=[CH:16][S:12][CH:13]=2)=[CH:10][C:6]([C:7]([O:9][CH3:20])=[O:8])=[CH:5][N:4]=1, predict the reactants needed to synthesize it. The reactants are: [OH:1][C:2]1[C:3]([I:11])=[N:4][CH:5]=[C:6]([CH:10]=1)[C:7]([O-:9])=[O:8].[S:12]1[CH:16]=[CH:15][C:14]([CH2:17][CH2:18]O)=[CH:13]1.[C:20]1(P(C2C=CC=CC=2)C2C=CC=CC=2)C=CC=CC=1.O1CCCC1.N(C(OC(C)C)=O)=NC(OC(C)C)=O.